The task is: Predict which catalyst facilitates the given reaction.. This data is from Catalyst prediction with 721,799 reactions and 888 catalyst types from USPTO. Reactant: Br[C:2]1[CH:3]=[CH:4][C:5]([C:8]([O:10][CH2:11][C:12]2[CH:17]=[CH:16][CH:15]=[CH:14][CH:13]=2)=[O:9])=[N:6][CH:7]=1.CC1(C)C(C)(C)OB([C:26]2[CH2:27][CH2:28][N:29]([C:32]([O:34][C:35]([CH3:38])([CH3:37])[CH3:36])=[O:33])[CH2:30][CH:31]=2)O1.C(=O)([O-])[O-].[Cs+].[Cs+].O. Product: [CH2:11]([O:10][C:8]([C:5]1[CH:4]=[CH:3][C:2]([C:26]2[CH2:31][CH2:30][N:29]([C:32]([O:34][C:35]([CH3:38])([CH3:37])[CH3:36])=[O:33])[CH2:28][CH:27]=2)=[CH:7][N:6]=1)=[O:9])[C:12]1[CH:17]=[CH:16][CH:15]=[CH:14][CH:13]=1. The catalyst class is: 427.